This data is from Full USPTO retrosynthesis dataset with 1.9M reactions from patents (1976-2016). The task is: Predict the reactants needed to synthesize the given product. (1) Given the product [O:1]1[C:5]2[CH:6]=[CH:7][C:8]([C:10]3([C:13]([NH:15][C:16]4[CH:21]=[CH:20][C:19]([CH3:22])=[C:18]([C:33]5[CH:34]=[CH:35][C:36]([S:42](=[O:46])(=[O:47])[N:43]([CH3:45])[CH3:44])=[C:37]([C:38]([OH:40])=[O:39])[CH:41]=5)[CH:17]=4)=[O:14])[CH2:11][CH2:12]3)=[CH:9][C:4]=2[O:3][CH2:2]1, predict the reactants needed to synthesize it. The reactants are: [O:1]1[C:5]2[CH:6]=[CH:7][C:8]([C:10]3([C:13]([NH:15][C:16]4[CH:21]=[CH:20][C:19]([CH3:22])=[C:18](B5OC(C)(C)C(C)(C)O5)[CH:17]=4)=[O:14])[CH2:12][CH2:11]3)=[CH:9][C:4]=2[O:3][CH2:2]1.Br[C:33]1[CH:34]=[CH:35][C:36]([S:42](=[O:47])(=[O:46])[N:43]([CH3:45])[CH3:44])=[C:37]([CH:41]=1)[C:38]([OH:40])=[O:39].C([O-])([O-])=O.[K+].[K+]. (2) Given the product [CH3:1][O:2][C:3]([C:5]1[O:6][C:7]([CH3:12])=[C:8]([CH2:10][NH:28][C:25]2[CH:26]=[CH:27][C:22]([C:19]3[CH:20]=[CH:21][C:16]([O:15][CH:14]([F:13])[F:29])=[CH:17][CH:18]=3)=[CH:23][CH:24]=2)[CH:9]=1)=[O:4], predict the reactants needed to synthesize it. The reactants are: [CH3:1][O:2][C:3]([C:5]1[O:6][C:7]([CH3:12])=[C:8]([CH2:10]Cl)[CH:9]=1)=[O:4].[F:13][CH:14]([F:29])[O:15][C:16]1[CH:21]=[CH:20][C:19]([C:22]2[CH:27]=[CH:26][C:25]([NH2:28])=[CH:24][CH:23]=2)=[CH:18][CH:17]=1. (3) Given the product [CH3:37][O:5][C:4](=[O:6])[C:3]1[CH:7]=[CH:8][C:9]([NH:11][C:12]([C:14]2[CH:22]=[C:21]3[C:17]([CH2:18][CH2:19][N:20]3[S:23]([C:26]3[CH:31]=[CH:30][CH:29]=[C:28]([C:32]([F:33])([F:35])[F:34])[CH:27]=3)(=[O:25])=[O:24])=[CH:16][CH:15]=2)=[O:13])=[CH:10][C:2]=1[Cl:1], predict the reactants needed to synthesize it. The reactants are: [Cl:1][C:2]1[CH:10]=[C:9]([NH:11][C:12]([C:14]2[CH:22]=[C:21]3[C:17]([CH2:18][CH2:19][N:20]3[S:23]([C:26]3[CH:31]=[CH:30][CH:29]=[C:28]([C:32]([F:35])([F:34])[F:33])[CH:27]=3)(=[O:25])=[O:24])=[CH:16][CH:15]=2)=[O:13])[CH:8]=[CH:7][C:3]=1[C:4]([OH:6])=[O:5].F[C:37](F)(F)C1C=C(S(Cl)(=O)=O)C=CC=1.